This data is from TCR-epitope binding with 47,182 pairs between 192 epitopes and 23,139 TCRs. The task is: Binary Classification. Given a T-cell receptor sequence (or CDR3 region) and an epitope sequence, predict whether binding occurs between them. (1) The epitope is TLIGDCATV. The TCR CDR3 sequence is CSVPGGMNTEAFF. Result: 0 (the TCR does not bind to the epitope). (2) The TCR CDR3 sequence is CASSPQGYEQYF. The epitope is LLWNGPMAV. Result: 1 (the TCR binds to the epitope). (3) The epitope is ELAGIGILTV. The TCR CDR3 sequence is CSAPVPGQGLNTEAFF. Result: 1 (the TCR binds to the epitope). (4) The epitope is QVPLRPMTYK. The TCR CDR3 sequence is CASSISGTGNEQFF. Result: 0 (the TCR does not bind to the epitope). (5) The epitope is ARMILMTHF. The TCR CDR3 sequence is CASSDAYNEKLFF. Result: 1 (the TCR binds to the epitope).